From a dataset of Forward reaction prediction with 1.9M reactions from USPTO patents (1976-2016). Predict the product of the given reaction. (1) The product is: [NH2:3][C:8]1[S:12][CH:11]=[N:10][C:9]=1[C:13]1[N:14]([CH2:28][CH2:29][C:30]2[CH:35]=[CH:34][CH:33]=[CH:32][CH:31]=2)[C:15](=[O:27])[C:16]2[C:22]([C:23]([F:26])([F:25])[F:24])=[N:21][CH:20]=[CH:19][C:17]=2[N:18]=1. Given the reactants CC1[N:3]([C:8]2[S:12][CH:11]=[N:10][C:9]=2[C:13]2[N:14]([CH2:28][CH2:29][C:30]3[CH:35]=[CH:34][CH:33]=[CH:32][CH:31]=3)[C:15](=[O:27])[C:16]3[C:22]([C:23]([F:26])([F:25])[F:24])=[N:21][CH:20]=[CH:19][C:17]=3[N:18]=2)C(C)=CC=1.Cl.NO, predict the reaction product. (2) Given the reactants [C:1]([N:8]1[CH2:13][CH2:12][CH:11]([CH2:14][C:15]2[CH:20]=[CH:19][CH:18]=[CH:17]C=2)[CH2:10][CH:9]1[CH3:21])(OC(C)(C)C)=O.FC(F)(F)C(O)=O.C([N:32](C(C)C)CC)(C)C.[NH:38]1[C:46]2[C:41](=[CH:42][C:43]([C:47]([OH:49])=O)=[CH:44][CH:45]=2)[CH:40]=C1.CCN=C=NCCCN(C)C, predict the reaction product. The product is: [CH3:21][C@H:9]1[CH2:10][C@@H:11]([C:14]2[CH:15]=[CH:20][CH:19]=[CH:18][CH:17]=2)[CH2:12][CH2:13][N:8]1[C:1]1[NH:38][C:46]2[C:41]([CH:40]=1)=[CH:42][C:43]([C:47]([NH2:32])=[O:49])=[CH:44][CH:45]=2. (3) Given the reactants C([O-])([O-])=O.[Cs+].[Cs+].[NH2:7][C:8]1[CH:13]=[CH:12][C:11]([OH:14])=[CH:10][CH:9]=1.Br[CH2:16][C:17]#[N:18], predict the reaction product. The product is: [NH2:7][C:8]1[CH:13]=[CH:12][C:11]([O:14][CH2:16][C:17]#[N:18])=[CH:10][CH:9]=1.